Dataset: Peptide-MHC class I binding affinity with 185,985 pairs from IEDB/IMGT. Task: Regression. Given a peptide amino acid sequence and an MHC pseudo amino acid sequence, predict their binding affinity value. This is MHC class I binding data. (1) The peptide sequence is EVATRFNTM. The MHC is HLA-A02:11 with pseudo-sequence HLA-A02:11. The binding affinity (normalized) is 0.0847. (2) The peptide sequence is EVHYSGINY. The MHC is HLA-A26:02 with pseudo-sequence HLA-A26:02. The binding affinity (normalized) is 0.936. (3) The peptide sequence is CGLAVCNA. The MHC is H-2-Db with pseudo-sequence H-2-Db. The binding affinity (normalized) is 0. (4) The peptide sequence is IQESCDKHYW. The MHC is Mamu-B17 with pseudo-sequence Mamu-B17. The binding affinity (normalized) is 0.486. (5) The peptide sequence is YQIEGAWRA. The MHC is HLA-A25:01 with pseudo-sequence HLA-A25:01. The binding affinity (normalized) is 0.0847. (6) The peptide sequence is NIDPEHLDY. The MHC is HLA-B07:02 with pseudo-sequence HLA-B07:02. The binding affinity (normalized) is 0.0847.